From a dataset of Full USPTO retrosynthesis dataset with 1.9M reactions from patents (1976-2016). Predict the reactants needed to synthesize the given product. (1) Given the product [CH3:8][O:9][C:10]1[CH:29]=[CH:28][C:13]2[CH2:14][O:15][C:16](=[O:27])[N:17]([CH2:18][CH2:19][CH2:20][N:21]3[CH2:26][CH2:25][N:24]([CH2:50][C:48]4[CH:47]=[CH:46][C:43]5[O:44][CH2:45][C:40](=[O:39])[NH:41][C:42]=5[N:49]=4)[CH2:23][CH2:22]3)[C:12]=2[CH:11]=1, predict the reactants needed to synthesize it. The reactants are: FC(F)(F)C(O)=O.[CH3:8][O:9][C:10]1[CH:29]=[CH:28][C:13]2[CH2:14][O:15][C:16](=[O:27])[N:17]([CH2:18][CH2:19][CH2:20][N:21]3[CH2:26][CH2:25][NH:24][CH2:23][CH2:22]3)[C:12]=2[CH:11]=1.C(N(CC)C(C)C)(C)C.[O:39]=[C:40]1[CH2:45][O:44][C:43]2[CH:46]=[CH:47][C:48]([CH:50]=O)=[N:49][C:42]=2[NH:41]1.C(O[BH-](OC(=O)C)OC(=O)C)(=O)C.[Na+]. (2) Given the product [Br:1][C:2]1[CH:3]=[C:4]([CH3:25])[C:5]([C:9]2[C:10](=[O:24])[C:11](=[CH:16][C:17]3[CH:22]=[CH:21][CH:20]=[CH:19][N:18]=3)[CH2:12][C:13]=2[O:14][CH3:15])=[C:6]([CH3:8])[CH:7]=1, predict the reactants needed to synthesize it. The reactants are: [Br:1][C:2]1[CH:7]=[C:6]([CH3:8])[C:5]([C:9]2[C:10](=[O:24])[CH:11]([CH:16](O)[C:17]3[CH:22]=[CH:21][CH:20]=[CH:19][N:18]=3)[CH2:12][C:13]=2[O:14][CH3:15])=[C:4]([CH3:25])[CH:3]=1.C(N(CC)CC)C.CS(Cl)(=O)=O.C(=O)([O-])[O-].[K+].[K+]. (3) The reactants are: Br[C:2]1[CH:7]=[N:6][C:5]2=[C:8]([N:11]3[CH2:16][CH2:15][CH:14]([OH:17])[CH2:13][CH2:12]3)[S:9][N:10]=[C:4]2[CH:3]=1.[CH3:18][O:19][C:20]1[CH:21]=[C:22](B(O)O)[CH:23]=[CH:24][C:25]=1[O:26][CH3:27].C([O-])([O-])=O.[K+].[K+]. Given the product [CH3:18][O:19][C:20]1[CH:21]=[C:22]([C:2]2[CH:7]=[N:6][C:5]3=[C:8]([N:11]4[CH2:16][CH2:15][CH:14]([OH:17])[CH2:13][CH2:12]4)[S:9][N:10]=[C:4]3[CH:3]=2)[CH:23]=[CH:24][C:25]=1[O:26][CH3:27], predict the reactants needed to synthesize it. (4) Given the product [Br:8][C:9]1[CH:14]=[C:13]([CH3:15])[C:12]([O:16][CH2:2][C:3]([O:5][CH2:6][CH3:7])=[O:4])=[C:11]([CH3:17])[CH:10]=1, predict the reactants needed to synthesize it. The reactants are: Br[CH2:2][C:3]([O:5][CH2:6][CH3:7])=[O:4].[Br:8][C:9]1[CH:14]=[C:13]([CH3:15])[C:12]([OH:16])=[C:11]([CH3:17])[CH:10]=1.C([O-])(=O)C.[K+].O. (5) Given the product [CH:1]1([CH2:4][O:5][C:6]2[CH:11]=[CH:10][C:9]([F:12])=[CH:8][C:7]=2[C:13]2[C:14]3[N:21]([CH2:22][O:23][CH2:24][CH2:25][Si:26]([CH3:29])([CH3:28])[CH3:27])[C:20]([CH3:30])=[C:19]([C:31]([NH:34][CH:35]4[CH2:40][CH2:39][CH:38]([NH:41][C:42](=[O:48])[O:43][C:44]([CH3:46])([CH3:45])[CH3:47])[CH2:37][CH2:36]4)=[O:32])[C:15]=3[N:16]=[CH:17][N:18]=2)[CH2:2][CH2:3]1, predict the reactants needed to synthesize it. The reactants are: [CH:1]1([CH2:4][O:5][C:6]2[CH:11]=[CH:10][C:9]([F:12])=[CH:8][C:7]=2[C:13]2[C:14]3[N:21]([CH2:22][O:23][CH2:24][CH2:25][Si:26]([CH3:29])([CH3:28])[CH3:27])[C:20]([CH3:30])=[C:19]([C:31](O)=[O:32])[C:15]=3[N:16]=[CH:17][N:18]=2)[CH2:3][CH2:2]1.[NH2:34][C@@H:35]1[CH2:40][CH2:39][C@H:38]([NH:41][C:42](=[O:48])[O:43][C:44]([CH3:47])([CH3:46])[CH3:45])[CH2:37][CH2:36]1. (6) Given the product [OH:27][C:28]1[CH:33]=[C:32]([C:2]2[N:3]=[C:4]([N:21]3[CH2:26][CH2:25][O:24][CH2:23][CH2:22]3)[C:5]3[S:10][C:9]([CH2:11][N:12]([CH3:20])[C:13](=[O:19])[O:14][C:15]([CH3:18])([CH3:17])[CH3:16])=[CH:8][C:6]=3[N:7]=2)[CH:31]=[CH:30][CH:29]=1, predict the reactants needed to synthesize it. The reactants are: Cl[C:2]1[N:3]=[C:4]([N:21]2[CH2:26][CH2:25][O:24][CH2:23][CH2:22]2)[C:5]2[S:10][C:9]([CH2:11][N:12]([CH3:20])[C:13](=[O:19])[O:14][C:15]([CH3:18])([CH3:17])[CH3:16])=[CH:8][C:6]=2[N:7]=1.[OH:27][C:28]1[CH:29]=[C:30](B(O)O)[CH:31]=[CH:32][CH:33]=1.C(=O)([O-])[O-].[Na+].[Na+]. (7) The reactants are: [CH2:1]([O:8][CH2:9][CH2:10][OH:11])[C:2]1[CH:7]=[CH:6][CH:5]=[CH:4][CH:3]=1.[Br:12][CH2:13][CH2:14][CH2:15][CH2:16][CH2:17]Br.[OH-].[Na+]. Given the product [Br:12][CH2:13][CH2:14][CH2:15][CH2:16][CH2:17][O:11][CH2:10][CH2:9][O:8][CH2:1][C:2]1[CH:7]=[CH:6][CH:5]=[CH:4][CH:3]=1, predict the reactants needed to synthesize it.